Predict which catalyst facilitates the given reaction. From a dataset of Catalyst prediction with 721,799 reactions and 888 catalyst types from USPTO. (1) Reactant: [C:1]([C:3]1[N:4]([CH2:12][O:13][CH2:14][CH2:15][Si:16]([CH3:19])([CH3:18])[CH3:17])[CH:5]=[C:6]([C:8]([O:10]C)=[O:9])[N:7]=1)#[N:2].[OH:20][Li].O. Product: [C:1]([C:3]1[N:4]([CH2:12][O:13][CH2:14][CH2:15][Si:16]([CH3:19])([CH3:18])[CH3:17])[CH:5]=[C:6]([C:8]([OH:10])=[O:9])[N:7]=1)(=[O:20])[NH2:2]. The catalyst class is: 20. (2) Reactant: [NH2:1][C:2]1[C:3]2[N:4]([C:8]([C@H:20]3[CH2:25][CH2:24][C@H:23]([CH2:26][NH2:27])[CH2:22][CH2:21]3)=[N:9][C:10]=2[C:11]2[NH:12][C:13]3[C:18]([CH:19]=2)=[CH:17][CH:16]=[CH:15][CH:14]=3)[CH:5]=[CH:6][N:7]=1.Cl.CN(C)CCCN=C=N[CH2:37][CH3:38].C(N(CC)C(C)C)(C)C.CN(C=[O:53])C. Product: [NH2:1][C:2]1[C:3]2[N:4]([C:8]([C@H:20]3[CH2:21][CH2:22][C@H:23]([CH2:26][NH:27][C:37](=[O:53])[CH3:38])[CH2:24][CH2:25]3)=[N:9][C:10]=2[C:11]2[NH:12][C:13]3[C:18]([CH:19]=2)=[CH:17][CH:16]=[CH:15][CH:14]=3)[CH:5]=[CH:6][N:7]=1. The catalyst class is: 585. (3) Reactant: [NH2:1][C:2]1[O:3][CH2:4][C@@:5]2([N:22]=1)[C:18]1[CH:17]=[C:16]([OH:19])[CH:15]=[C:14]([F:20])[C:13]=1[O:12][C:11]1[C:6]2=[CH:7][C:8](Br)=[CH:9][CH:10]=1.[F:23][C:24]1[C:29](B(O)O)=[CH:28][CH:27]=[CH:26][N:25]=1.C(=O)([O-])[O-].[Na+].[Na+].CN(C=O)C. Product: [NH2:1][C:2]1[O:3][CH2:4][C@@:5]2([N:22]=1)[C:18]1[CH:17]=[C:16]([OH:19])[CH:15]=[C:14]([F:20])[C:13]=1[O:12][C:11]1[C:6]2=[CH:7][C:8]([C:29]2[C:24]([F:23])=[N:25][CH:26]=[CH:27][CH:28]=2)=[CH:9][CH:10]=1. The catalyst class is: 690. (4) Reactant: [C:1]([N:8]([CH2:19][C:20]1[CH:21]=[C:22]([N+:45]([O-])=O)[CH:23]=[C:24]([CH2:26][N:27]([C:38]([O:40][C:41]([CH3:44])([CH3:43])[CH3:42])=[O:39])[C:28]([NH:30][C:31]([O:33][C:34]([CH3:37])([CH3:36])[CH3:35])=[O:32])=[NH:29])[CH:25]=1)[C:9]([NH:11][C:12]([O:14][C:15]([CH3:18])([CH3:17])[CH3:16])=[O:13])=[NH:10])([O:3][C:4]([CH3:7])([CH3:6])[CH3:5])=[O:2]. Product: [C:38]([N:27]([CH2:26][C:24]1[CH:23]=[C:22]([CH:21]=[C:20]([CH2:19][N:8]([C:1]([O:3][C:4]([CH3:7])([CH3:6])[CH3:5])=[O:2])[C:9]([NH:11][C:12]([O:14][C:15]([CH3:18])([CH3:17])[CH3:16])=[O:13])=[NH:10])[CH:25]=1)[NH2:45])[C:28]([NH:30][C:31]([O:33][C:34]([CH3:35])([CH3:36])[CH3:37])=[O:32])=[NH:29])([O:40][C:41]([CH3:44])([CH3:43])[CH3:42])=[O:39]. The catalyst class is: 19. (5) Reactant: [CH3:1][O:2][C:3]([C:5]1[S:27][C:8]2[N:9]=[CH:10][N:11]=[C:12]([NH:13][C:14]3[CH:19]=[CH:18][C:17]([F:20])=[CH:16][C:15]=3[O:21][CH:22]([C:24](O)=[O:25])[CH3:23])[C:7]=2[C:6]=1[CH3:28])=[O:4].CN(C(ON1N=NC2C=CC=CC1=2)=[N+](C)C)C.[B-](F)(F)(F)F.[NH2:51][CH2:52][CH2:53][CH2:54][NH:55][C:56](=[O:62])[O:57][C:58]([CH3:61])([CH3:60])[CH3:59]. Product: [CH3:1][O:2][C:3]([C:5]1[S:27][C:8]2[N:9]=[CH:10][N:11]=[C:12]([NH:13][C:14]3[CH:19]=[CH:18][C:17]([F:20])=[CH:16][C:15]=3[O:21][CH:22]([C:24](=[O:25])[NH:51][CH2:52][CH2:53][CH2:54][NH:55][C:56]([O:57][C:58]([CH3:59])([CH3:61])[CH3:60])=[O:62])[CH3:23])[C:7]=2[C:6]=1[CH3:28])=[O:4]. The catalyst class is: 47. (6) Reactant: [CH3:1][C:2]1([CH3:15])[C:6]2[CH:7]=[C:8]([CH:11]([OH:14])[CH2:12][CH3:13])[CH:9]=[CH:10][C:5]=2[O:4][CH2:3]1.[Cr](Cl)([O-])(=O)=O.[NH+]1C=CC=CC=1. Product: [CH3:15][C:2]1([CH3:1])[C:6]2[CH:7]=[C:8]([C:11](=[O:14])[CH2:12][CH3:13])[CH:9]=[CH:10][C:5]=2[O:4][CH2:3]1. The catalyst class is: 4. (7) Reactant: Cl.[F:2][C:3]([F:17])([F:16])[C:4]1[CH:9]=[CH:8][CH:7]=[CH:6][C:5]=1[CH:10]1[CH2:15][CH2:14][NH:13][CH2:12][CH2:11]1.[C:18]([O:22][C:23]([N:25]1[CH2:30][CH2:29][C:28]2[NH:31][N:32]=[C:33]([C:34](O)=[O:35])[C:27]=2[CH2:26]1)=[O:24])([CH3:21])([CH3:20])[CH3:19].CCN(C(C)C)C(C)C.CCN=C=NCCCN(C)C.C1C=CC2N(O)N=NC=2C=1. Product: [F:17][C:3]([F:2])([F:16])[C:4]1[CH:9]=[CH:8][CH:7]=[CH:6][C:5]=1[CH:10]1[CH2:11][CH2:12][N:13]([C:34]([C:33]2[C:27]3[CH2:26][N:25]([C:23]([O:22][C:18]([CH3:21])([CH3:20])[CH3:19])=[O:24])[CH2:30][CH2:29][C:28]=3[NH:31][N:32]=2)=[O:35])[CH2:14][CH2:15]1. The catalyst class is: 18. (8) Reactant: [OH:1][C:2]1[CH:3]=[C:4]2[C:8](=[CH:9][CH:10]=1)[NH:7][CH:6]=[CH:5]2.[CH2:11]([O:18][CH2:19][C:20]1[CH:25]=[C:24](Cl)[N:23]=[CH:22][N:21]=1)[C:12]1[CH:17]=[CH:16][CH:15]=[CH:14][CH:13]=1.C1CCN2C(=NCCC2)CC1. Product: [CH2:11]([O:18][CH2:19][C:20]1[N:21]=[CH:22][N:23]=[C:24]([O:1][C:2]2[CH:3]=[C:4]3[C:8](=[CH:9][CH:10]=2)[NH:7][CH:6]=[CH:5]3)[CH:25]=1)[C:12]1[CH:13]=[CH:14][CH:15]=[CH:16][CH:17]=1. The catalyst class is: 10. (9) Product: [NH2:29][CH:26]1[CH2:27][CH2:28][N:23]([C:21](=[O:22])[CH2:20][N:3]2[CH2:4][CH2:5][CH2:6][C:7]([C:14]3[CH:19]=[CH:18][CH:17]=[CH:16][CH:15]=3)([C:8]3[CH:9]=[CH:10][CH:11]=[CH:12][CH:13]=3)[C:2]2=[O:1])[CH2:24][CH2:25]1. Reactant: [O:1]=[C:2]1[C:7]([C:14]2[CH:19]=[CH:18][CH:17]=[CH:16][CH:15]=2)([C:8]2[CH:13]=[CH:12][CH:11]=[CH:10][CH:9]=2)[CH2:6][CH2:5][CH2:4][N:3]1[CH2:20][C:21]([N:23]1[CH2:28][CH2:27][CH:26]([NH:29]C(=O)OC(C)(C)C)[CH2:25][CH2:24]1)=[O:22].FC(F)(F)C(O)=O. The catalyst class is: 2.